From a dataset of Full USPTO retrosynthesis dataset with 1.9M reactions from patents (1976-2016). Predict the reactants needed to synthesize the given product. (1) The reactants are: [CH3:1][O:2][C:3]1[CH:4]=[C:5]([CH:21]=[C:22]([O:26][CH3:27])[C:23]=1[O:24][CH3:25])[CH2:6][CH:7]1[C:16]2[C:11](=[CH:12][C:13]([O:19][CH3:20])=[C:14]([O:17][CH3:18])[CH:15]=2)[CH2:10][CH2:9][NH:8]1.Br[CH2:29][C:30](Br)=[O:31].[NH2:33][CH:34]1[C:42]2[C:37](=[CH:38][CH:39]=[CH:40][CH:41]=2)[CH2:36][CH2:35]1. Given the product [CH3:1][O:2][C:3]1[CH:4]=[C:5]([CH:21]=[C:22]([O:26][CH3:27])[C:23]=1[O:24][CH3:25])[CH2:6][CH:7]1[C:16]2[C:11](=[CH:12][C:13]([O:19][CH3:20])=[C:14]([O:17][CH3:18])[CH:15]=2)[CH2:10][CH2:9][N:8]1[CH2:29][C:30]([NH:33][CH:34]1[C:42]2[C:37](=[CH:38][CH:39]=[CH:40][CH:41]=2)[CH2:36][CH2:35]1)=[O:31], predict the reactants needed to synthesize it. (2) The reactants are: [NH2:1][C:2]1[C:11]2[C:6](=[C:7](Br)[C:8]([C:12]#[N:13])=[CH:9][CH:10]=2)[N:5]=[N:4][C:3]=1[C:15]([NH:17][CH2:18][CH2:19][CH3:20])=[O:16].[CH3:21][O:22][C:23]1[CH:28]=[C:27]([O:29][CH3:30])[CH:26]=[CH:25][C:24]=1B(O)O. Given the product [NH2:1][C:2]1[C:11]2[C:6](=[C:7]([C:26]3[CH:25]=[CH:24][C:23]([O:22][CH3:21])=[CH:28][C:27]=3[O:29][CH3:30])[C:8]([C:12]#[N:13])=[CH:9][CH:10]=2)[N:5]=[N:4][C:3]=1[C:15]([NH:17][CH2:18][CH2:19][CH3:20])=[O:16], predict the reactants needed to synthesize it. (3) Given the product [CH3:47][N:2]([CH3:1])[C:3]([C:5]1[CH:10]=[C:9]([C:11]2[CH:12]=[C:13]3[C:19]([C:20]4[CH:25]=[CH:24][CH:23]=[CH:22][C:21]=4[O:26][CH3:27])=[CH:18][NH:17][C:14]3=[N:15][CH:16]=2)[CH:8]=[CH:7][C:6]=1[NH:38][C:39]([C:41]1[N:42]=[CH:43][N:44]([CH3:46])[CH:45]=1)=[O:40])=[O:4], predict the reactants needed to synthesize it. The reactants are: [CH3:1][N:2]([CH3:47])[C:3]([C:5]1[CH:10]=[C:9]([C:11]2[CH:12]=[C:13]3[C:19]([C:20]4[CH:25]=[CH:24][CH:23]=[CH:22][C:21]=4[O:26][CH3:27])=[CH:18][N:17](S(C4C=CC(C)=CC=4)(=O)=O)[C:14]3=[N:15][CH:16]=2)[CH:8]=[CH:7][C:6]=1[NH:38][C:39]([C:41]1[N:42]=[CH:43][N:44]([CH3:46])[CH:45]=1)=[O:40])=[O:4].O1CCCC1.[OH-].[K+]. (4) Given the product [CH3:26][C:19]1[NH:20][C:21]([CH3:25])=[CH:22][C:23](=[O:24])[C:18]=1[CH2:17][NH:16][C:14]([C:4]1[C:5]2[CH:10]=[N:9][N:8]([CH:11]([CH3:13])[CH3:12])[C:6]=2[N:7]=[C:2]([C:32]2[CH2:31][C:30]([CH3:44])([CH3:43])[NH:29][C:28]([CH3:45])([CH3:27])[CH:33]=2)[CH:3]=1)=[O:15], predict the reactants needed to synthesize it. The reactants are: Br[C:2]1[CH:3]=[C:4]([C:14]([NH:16][CH2:17][C:18]2[C:23](=[O:24])[CH:22]=[C:21]([CH3:25])[NH:20][C:19]=2[CH3:26])=[O:15])[C:5]2[CH:10]=[N:9][N:8]([CH:11]([CH3:13])[CH3:12])[C:6]=2[N:7]=1.[CH3:27][C:28]1([CH3:45])[CH2:33][CH:32](B2OC(C)(C)C(C)(C)O2)[CH2:31][C:30]([CH3:44])([CH3:43])[NH:29]1.C([O-])([O-])=O.[Na+].[Na+]. (5) Given the product [CH3:1][C:2]1[CH:3]=[N:4][N:5]([C:7]2[CH:12]=[CH:11][N:10]=[CH:9][C:8]=2[N:13]2[CH2:14][CH2:15][CH:16]([C:19]([NH:28][C@@H:25]3[CH2:26][CH2:27][O:23][CH2:24]3)=[O:20])[CH2:17][CH2:18]2)[CH:6]=1, predict the reactants needed to synthesize it. The reactants are: [CH3:1][C:2]1[CH:3]=[N:4][N:5]([C:7]2[CH:12]=[CH:11][N:10]=[CH:9][C:8]=2[N:13]2[CH2:18][CH2:17][CH:16]([C:19](O)=[O:20])[CH2:15][CH2:14]2)[CH:6]=1.Cl.[O:23]1[CH2:27][CH2:26][C@@H:25]([NH2:28])[CH2:24]1.CN(C(ON1N=NC2C=CC=NC1=2)=[N+](C)C)C.F[P-](F)(F)(F)(F)F.C(N(CC)CC)C. (6) Given the product [Cl:9][C:6]1[S:5][C:4]([C:1]2[CH:2]=[C:12]([CH3:13])[NH:14][N:20]=2)=[CH:8][CH:7]=1, predict the reactants needed to synthesize it. The reactants are: [C:1]([C:4]1[S:5][C:6]([Cl:9])=[CH:7][CH:8]=1)(=O)[CH3:2].CO[C:12](OC)([N:14](C)C)[CH3:13].O.[NH2:20]N.